From a dataset of Full USPTO retrosynthesis dataset with 1.9M reactions from patents (1976-2016). Predict the reactants needed to synthesize the given product. Given the product [CH:7]1([C@@H:5]2[N:4]([C:12]3[CH:19]=[CH:18][C:15]([C:16]#[N:17])=[C:14]([CH3:20])[N:13]=3)[N:3]=[C:2]([C:32]3[CH:33]=[C:34]([F:35])[C:29]([OH:28])=[C:30]([F:45])[CH:31]=3)[CH2:6]2)[CH2:11][CH2:10][CH2:9][CH2:8]1, predict the reactants needed to synthesize it. The reactants are: Cl[C:2]1[CH2:6][C@H:5]([CH:7]2[CH2:11][CH2:10][CH2:9][CH2:8]2)[N:4]([C:12]2[CH:19]=[CH:18][C:15]([C:16]#[N:17])=[C:14]([CH3:20])[N:13]=2)[N:3]=1.C([Si]([O:28][C:29]1[C:34]([F:35])=[CH:33][C:32](B2OC(C)(C)C(C)(C)O2)=[CH:31][C:30]=1[F:45])(C)C)(C)(C)C.